Dataset: Full USPTO retrosynthesis dataset with 1.9M reactions from patents (1976-2016). Task: Predict the reactants needed to synthesize the given product. (1) Given the product [CH3:1][O:2][C:3]1[CH:4]=[C:5]([S:11]([O:14][CH2:15][C:16]([OH:18])=[O:17])(=[O:12])=[O:13])[CH:6]=[CH:7][C:8]=1[O:9][CH3:10], predict the reactants needed to synthesize it. The reactants are: [CH3:1][O:2][C:3]1[CH:4]=[C:5]([S:11]([O:14][CH2:15][C:16]([O:18]CC2C=CC=CC=2)=[O:17])(=[O:13])=[O:12])[CH:6]=[CH:7][C:8]=1[O:9][CH3:10].[OH-].[Na+]. (2) Given the product [CH2:24]([C:7]1[CH:6]=[C:5]([O:26][CH2:36][CH:35]=[C:34]([Cl:38])[Cl:33])[CH:4]=[C:3]([CH2:1][CH3:2])[C:8]=1[O:9][CH2:10][CH2:11][CH2:12][O:13][C:14]1[CH:19]=[CH:18][C:17]([C:20]([F:22])([F:21])[F:23])=[CH:16][N:15]=1)[CH3:25], predict the reactants needed to synthesize it. The reactants are: [CH2:1]([C:3]1[CH:4]=[C:5]([OH:26])[CH:6]=[C:7]([CH2:24][CH3:25])[C:8]=1[O:9][CH2:10][CH2:11][CH2:12][O:13][C:14]1[CH:19]=[CH:18][C:17]([C:20]([F:23])([F:22])[F:21])=[CH:16][N:15]=1)[CH3:2].C(=O)([O-])[O-].[K+].[K+].[Cl:33][C:34]([Cl:38])=[CH:35][CH2:36]Cl. (3) Given the product [Br:1][C:2]1[CH:7]=[CH:6][C:5]([NH:8][C:16]2[S:17][CH:18]=[C:19]([CH2:21][O:22][C:23]3[C:28]4[CH:29]=[C:30]([C:32]5[N:33]=[C:34]6[N:38]([CH:39]=5)[N:37]=[C:36]([O:40][CH3:41])[S:35]6)[O:31][C:27]=4[CH:26]=[C:25]([O:42][CH3:43])[CH:24]=3)[N:20]=2)=[C:4]([CH3:44])[CH:3]=1, predict the reactants needed to synthesize it. The reactants are: [Br:1][C:2]1[CH:7]=[CH:6][C:5]([N:8]([C:16]2[S:17][CH:18]=[C:19]([CH2:21][O:22][C:23]3[C:28]4[CH:29]=[C:30]([C:32]5[N:33]=[C:34]6[N:38]([CH:39]=5)[N:37]=[C:36]([O:40][CH3:41])[S:35]6)[O:31][C:27]=4[CH:26]=[C:25]([O:42][CH3:43])[CH:24]=3)[N:20]=2)C(=O)OC(C)(C)C)=[C:4]([CH3:44])[CH:3]=1.C(O)(C(F)(F)F)=O.C1(C)C=CC=CC=1.